The task is: Regression. Given two drug SMILES strings and cell line genomic features, predict the synergy score measuring deviation from expected non-interaction effect.. This data is from NCI-60 drug combinations with 297,098 pairs across 59 cell lines. Drug 1: CN(C)C1=NC(=NC(=N1)N(C)C)N(C)C. Drug 2: C1CCC(C(C1)N)N.C(=O)(C(=O)[O-])[O-].[Pt+4]. Cell line: NCI/ADR-RES. Synergy scores: CSS=4.53, Synergy_ZIP=-4.87, Synergy_Bliss=-9.52, Synergy_Loewe=-71.7, Synergy_HSA=-10.9.